This data is from Full USPTO retrosynthesis dataset with 1.9M reactions from patents (1976-2016). The task is: Predict the reactants needed to synthesize the given product. (1) Given the product [F:9][C:8]([F:11])([F:10])[C:5]1[CH:6]=[CH:7][C:2]([B:17]([OH:20])[OH:18])=[CH:3][CH:4]=1, predict the reactants needed to synthesize it. The reactants are: Br[C:2]1[CH:7]=[CH:6][C:5]([C:8]([F:11])([F:10])[F:9])=[CH:4][CH:3]=1.C([Li])CCC.[B:17](OC)([O:20]C)[O:18]C.Cl. (2) Given the product [CH:18]1([NH:21][C:2]2[C:3]([C:16]#[N:17])=[N:4][CH:5]=[C:6]([CH2:8][C:9]3[CH:14]=[CH:13][C:12]([F:15])=[CH:11][CH:10]=3)[CH:7]=2)[CH2:20][CH2:19]1, predict the reactants needed to synthesize it. The reactants are: F[C:2]1[C:3]([C:16]#[N:17])=[N:4][CH:5]=[C:6]([CH2:8][C:9]2[CH:14]=[CH:13][C:12]([F:15])=[CH:11][CH:10]=2)[CH:7]=1.[CH:18]1([NH2:21])[CH2:20][CH2:19]1. (3) Given the product [Br:8][C:9]1[N:14]=[CH:13][C:12]([CH:15]([NH:17][C:5](=[O:7])[CH3:6])[CH3:16])=[CH:11][CH:10]=1, predict the reactants needed to synthesize it. The reactants are: C(O[C:5](=[O:7])[CH3:6])(=O)C.[Br:8][C:9]1[N:14]=[CH:13][C:12]([CH:15]([NH2:17])[CH3:16])=[CH:11][CH:10]=1. (4) Given the product [Cl:1][C:2]1[CH:3]=[C:4]([CH:28]=[CH:29][C:30]=1[F:31])[CH2:5][N:6]1[CH2:15][CH2:14][C:13]2[C:8](=[C:9]([OH:26])[C:10](=[O:25])[N:11]3[CH2:19][CH2:20][CH2:21][CH2:22][N:23]([CH3:24])[C:16](=[O:17])[C:12]3=2)[C:7]1=[O:27], predict the reactants needed to synthesize it. The reactants are: [Cl:1][C:2]1[CH:3]=[C:4]([CH:28]=[CH:29][C:30]=1[F:31])[CH2:5][N:6]1[CH2:15][CH2:14][C:13]2[C:8](=[C:9]([OH:26])[C:10](=[O:25])[N:11]([CH2:19][CH2:20][CH2:21][CH2:22][NH:23][CH3:24])[C:12]=2[C:16](O)=[O:17])[C:7]1=[O:27].Cl.CN(C)CCCN=C=NCC.ON1C2N=CC=CC=2N=N1.CN1CCOCC1. (5) Given the product [ClH:45].[F:44][C:40]1[CH:39]=[C:4]([CH:3]=[C:2]([F:1])[C:41]=1[O:42][CH3:43])[CH2:5][N:6]1[C:11]2[CH:12]=[C:13]([C:15]3[CH:20]=[CH:19][C:18]([F:21])=[CH:17][C:16]=3[O:22][CH3:23])[S:14][C:10]=2[C:9](=[O:24])[N:8]([CH:25]2[CH2:26][CH2:27][NH:28][CH2:29][CH2:30]2)[C:7]1=[O:38], predict the reactants needed to synthesize it. The reactants are: [F:1][C:2]1[CH:3]=[C:4]([CH:39]=[C:40]([F:44])[C:41]=1[O:42][CH3:43])[CH2:5][N:6]1[C:11]2[CH:12]=[C:13]([C:15]3[CH:20]=[CH:19][C:18]([F:21])=[CH:17][C:16]=3[O:22][CH3:23])[S:14][C:10]=2[C:9](=[O:24])[N:8]([CH:25]2[CH2:30][CH2:29][N:28](C(OC(C)(C)C)=O)[CH2:27][CH2:26]2)[C:7]1=[O:38].[ClH:45]. (6) Given the product [Cl:1][C:2]1[CH:3]=[CH:4][C:5]([NH:8][C:9](=[O:32])[C:10]2[CH:15]=[CH:14][CH:13]=[CH:12][C:11]=2[NH:16][CH2:17][CH:18]2[CH2:23][CH2:22][N:21]([C:24]3[CH:29]=[CH:28][N:27]=[C:26]([C:38](=[NH:35])[NH:41][OH:42])[CH:25]=3)[CH2:20][CH2:19]2)=[N:6][CH:7]=1, predict the reactants needed to synthesize it. The reactants are: [Cl:1][C:2]1[CH:3]=[CH:4][C:5]([NH:8][C:9](=[O:32])[C:10]2[CH:15]=[CH:14][CH:13]=[CH:12][C:11]=2[NH:16][CH2:17][CH:18]2[CH2:23][CH2:22][N:21]([C:24]3[CH:29]=[CH:28][N:27]=[CH:26][C:25]=3C#N)[CH2:20][CH2:19]2)=[N:6][CH:7]=1.C([N:35]([CH2:38]C)CC)C.Cl.[NH2:41][OH:42]. (7) Given the product [N+:1]([O-:4])([OH:3])=[O:2].[N+:1]([O:4][CH2:5][CH2:6][CH2:7][CH2:8][O:9][C:10]([C:12]1[C:21](=[O:22])[C:20]2[C:15](=[CH:16][C:17]([N:24]3[CH2:29][CH2:28][NH:27][CH2:26][CH2:25]3)=[C:18]([F:23])[CH:19]=2)[N:14]([CH2:30][CH3:31])[CH:13]=1)=[O:11])([O-:3])=[O:2], predict the reactants needed to synthesize it. The reactants are: [N+:1]([O:4][CH2:5][CH2:6][CH2:7][CH2:8][O:9][C:10]([C:12]1[C:21](=[O:22])[C:20]2[C:15](=[CH:16][C:17]([N:24]3[CH2:29][CH2:28][NH:27][CH2:26][CH2:25]3)=[C:18]([F:23])[CH:19]=2)[N:14]([CH2:30][CH3:31])[CH:13]=1)=[O:11])([O-:3])=[O:2].Cl.CCOC(C)=O.